From a dataset of Peptide-MHC class I binding affinity with 185,985 pairs from IEDB/IMGT. Regression. Given a peptide amino acid sequence and an MHC pseudo amino acid sequence, predict their binding affinity value. This is MHC class I binding data. The binding affinity (normalized) is 0.0847. The MHC is HLA-A01:01 with pseudo-sequence HLA-A01:01. The peptide sequence is IPAPGLGAL.